From a dataset of Catalyst prediction with 721,799 reactions and 888 catalyst types from USPTO. Predict which catalyst facilitates the given reaction. Reactant: [Cl:1][C:2]1[C:3]2[C:10]3[CH2:11][CH2:12][NH:13][CH2:14][C:9]=3[S:8][C:4]=2[N:5]=[CH:6][N:7]=1.Cl.[CH3:16][N:17]([CH3:24])[CH2:18]/[CH:19]=[CH:20]/[C:21](O)=[O:22].CCN=C=NCCCN(C)C.C(N(C(C)C)CC)(C)C. Product: [Cl:1][C:2]1[C:3]2[C:10]3[CH2:11][CH2:12][N:13]([C:21](=[O:22])/[CH:20]=[CH:19]/[CH2:18][N:17]([CH3:24])[CH3:16])[CH2:14][C:9]=3[S:8][C:4]=2[N:5]=[CH:6][N:7]=1. The catalyst class is: 230.